From a dataset of Reaction yield outcomes from USPTO patents with 853,638 reactions. Predict the reaction yield, written as a fraction of the theoretical maximum amount of product (1.0 means a 100% yield; for example, 0.34 means a 34% yield). The reactants are [Cl:1][C:2]1[C:33]([C:34]2([C:37]#[N:38])[CH2:36][CH2:35]2)=[CH:32][CH:31]=[CH:30][C:3]=1[C:4]([NH:6][C:7]1[CH:12]=[C:11]([O:13][C:14]2[N:19]=[C:18]3[S:20][C:21]([NH:23][C:24]([CH:26]4[CH2:28][CH2:27]4)=[O:25])=[N:22][C:17]3=[CH:16][CH:15]=2)[CH:10]=[CH:9][C:8]=1[F:29])=[O:5].[C:39](OC(=O)C)(=[O:41])[CH3:40].O. The catalyst is N1C=CC=CC=1.CN(C)C1C=CN=CC=1. The product is [C:39]([N:6]([C:7]1[CH:12]=[C:11]([O:13][C:14]2[N:19]=[C:18]3[S:20][C:21]([NH:23][C:24]([CH:26]4[CH2:28][CH2:27]4)=[O:25])=[N:22][C:17]3=[CH:16][CH:15]=2)[CH:10]=[CH:9][C:8]=1[F:29])[C:4](=[O:5])[C:3]1[CH:30]=[CH:31][CH:32]=[C:33]([C:34]2([C:37]#[N:38])[CH2:36][CH2:35]2)[C:2]=1[Cl:1])(=[O:41])[CH3:40]. The yield is 0.350.